Dataset: Reaction yield outcomes from USPTO patents with 853,638 reactions. Task: Predict the reaction yield, written as a fraction of the theoretical maximum amount of product (1.0 means a 100% yield; for example, 0.34 means a 34% yield). (1) The reactants are [CH3:1][O:2][C:3]1[C:4](=[O:23])[C:5]([CH3:22])=[C:6]([CH2:12][C:13]2[CH:14]=[C:15](C=C[CH:21]=2)[C:16](O)=O)[C:7](=[O:11])[C:8]=1[O:9][CH3:10].[NH:24]1CCCCC1. No catalyst specified. The product is [CH3:1][O:2][C:3]1[C:4](=[O:23])[C:5]([CH3:22])=[C:6]([CH2:12][CH:13]2[CH2:14][CH2:15][CH2:16][NH:24][CH2:21]2)[C:7](=[O:11])[C:8]=1[O:9][CH3:10]. The yield is 0.370. (2) The reactants are [N:1]#[C:2]Br.N[C:5]1[CH:6]=[C:7]([CH:12]=[CH:13][C:14]=1N)[C:8]([O:10]C)=[O:9].[NH3:16].Cl.[C:18]([O:21]CC)(=O)[CH3:19]. The catalyst is O. The product is [C:18]([C:19]1[NH:1][C:2]2[C:14]([CH:5]=1)=[CH:13][CH:12]=[C:7]([C:8]([OH:10])=[O:9])[CH:6]=2)(=[O:21])[NH2:16]. The yield is 0.970. (3) The reactants are C1(P(C2C=CC=CC=2)C2C=CC=CC=2)C=CC=CC=1.BrN1C(=O)CCC1=O.[Cl:28][C:29]1[CH:30]=[C:31]([C@@H:39]([CH2:43][CH:44]2[CH2:48][CH2:47][CH2:46][CH2:45]2)[C:40]([OH:42])=O)[CH:32]=[CH:33][C:34]=1[S:35]([CH3:38])(=[O:37])=[O:36].[NH2:49][C:50]1[N:51]=[CH:52][C:53]([C:56]2[S:60][C:59]([C:61]#[N:62])=[CH:58][CH:57]=2)=[N:54][CH:55]=1.N1C=CC=CC=1. The catalyst is C(Cl)Cl. The product is [Cl:28][C:29]1[CH:30]=[C:31]([C@@H:39]([CH2:43][CH:44]2[CH2:48][CH2:47][CH2:46][CH2:45]2)[C:40]([NH:49][C:50]2[CH:55]=[N:54][C:53]([C:56]3[S:60][C:59]([C:61]#[N:62])=[CH:58][CH:57]=3)=[CH:52][N:51]=2)=[O:42])[CH:32]=[CH:33][C:34]=1[S:35]([CH3:38])(=[O:36])=[O:37]. The yield is 0.559. (4) The reactants are [H-].[H-].[H-].[H-].[Li+].[Al+3].[F:7][C:8]1[CH:13]=[CH:12][C:11]([O:14][CH3:15])=[CH:10][C:9]=1[C:16]1[CH:21]=[CH:20][C:19]([C:22](OC)=[O:23])=[CH:18][C:17]=1[CH2:26][N:27]1[CH2:32][CH2:31][CH2:30][CH2:29][CH2:28]1. The catalyst is C1COCC1.CCOC(C)=O. The product is [F:7][C:8]1[CH:13]=[CH:12][C:11]([O:14][CH3:15])=[CH:10][C:9]=1[C:16]1[CH:21]=[CH:20][C:19]([CH2:22][OH:23])=[CH:18][C:17]=1[CH2:26][N:27]1[CH2:32][CH2:31][CH2:30][CH2:29][CH2:28]1. The yield is 1.00.